Dataset: Catalyst prediction with 721,799 reactions and 888 catalyst types from USPTO. Task: Predict which catalyst facilitates the given reaction. (1) Reactant: [C:1]([O:5][C:6](=[O:15])[C:7]1[CH:12]=[C:11](Cl)[C:10]([CH3:14])=[N:9][CH:8]=1)([CH3:4])([CH3:3])[CH3:2].CN1C(=O)CCC1.[CH2:23]([Mg]Br)[CH:24]([CH3:26])[CH3:25].C[Mg]Br. Product: [C:1]([O:5][C:6](=[O:15])[C:7]1[CH:12]=[C:11]([CH2:23][CH:24]([CH3:26])[CH3:25])[C:10]([CH3:14])=[N:9][CH:8]=1)([CH3:4])([CH3:3])[CH3:2]. The catalyst class is: 1. (2) Reactant: [C:1](Cl)(=O)[C:2]([Cl:4])=[O:3].[C:7]1([C:13]2[CH:22]=C(C(O)=O)[C:20]3[C:15](=[CH:16][CH:17]=[CH:18][CH:19]=3)[N:14]=2)[CH:12]=[CH:11][CH:10]=[CH:9][CH:8]=1. Product: [C:7]1([C:13]2[CH:22]=[C:1]([C:2]([Cl:4])=[O:3])[C:20]3[C:15](=[CH:16][CH:17]=[CH:18][CH:19]=3)[N:14]=2)[CH:8]=[CH:9][CH:10]=[CH:11][CH:12]=1. The catalyst class is: 2. (3) Reactant: Cl[CH2:2][C:3]1[CH:4]=[C:5]([CH:8]=[CH:9][CH:10]=1)[CH:6]=[O:7].C(=O)([O-])[O-].[K+].[K+].[F:17][C:18]([F:29])([F:28])[O:19][C:20]1[CH:27]=[CH:26][C:23]([CH2:24][SH:25])=[CH:22][CH:21]=1. Product: [F:17][C:18]([F:28])([F:29])[O:19][C:20]1[CH:27]=[CH:26][C:23]([CH2:24][S:25][CH2:2][C:3]2[CH:4]=[C:5]([CH:8]=[CH:9][CH:10]=2)[CH:6]=[O:7])=[CH:22][CH:21]=1. The catalyst class is: 1. (4) Reactant: [F:1][C:2]1[CH:7]=[C:6]([F:8])[CH:5]=[CH:4][C:3]=1[C:9]([OH:31])([CH2:25][N:26]1[CH:30]=[N:29][N:28]=[N:27]1)[C:10]([C:13]1[CH:18]=[CH:17][C:16](/[CH:19]=[CH:20]/[CH2:21][O:22][CH2:23][CH3:24])=[CH:15][N:14]=1)([F:12])[F:11]. Product: [F:1][C:2]1[CH:7]=[C:6]([F:8])[CH:5]=[CH:4][C:3]=1[C:9]([OH:31])([CH2:25][N:26]1[CH:30]=[N:29][N:28]=[N:27]1)[C:10]([C:13]1[CH:18]=[CH:17][C:16]([CH2:19][CH2:20][CH2:21][O:22][CH2:23][CH3:24])=[CH:15][N:14]=1)([F:11])[F:12]. The catalyst class is: 50.